From a dataset of Full USPTO retrosynthesis dataset with 1.9M reactions from patents (1976-2016). Predict the reactants needed to synthesize the given product. (1) Given the product [CH3:1][N:2]1[CH:6]=[CH:5][N:4]=[C:3]1[C:7]1[NH:28][N:27]=[C:9]([CH3:10])[CH:8]=1, predict the reactants needed to synthesize it. The reactants are: [CH3:1][N:2]1[CH:6]=[CH:5][N:4]=[CH:3]1.[CH2:7]([Li])[CH2:8][CH2:9][CH3:10].CN(C)C(=O)C.COC(OC)(N(C)C)C.[NH2:27][NH2:28]. (2) Given the product [Cl:15][C:12]1[CH:13]=[CH:14][C:9]([O:8][CH2:7][C:6]([OH:5])=[O:18])=[C:10]([C:16]#[C:17][C:20]2[CH:21]=[N:22][CH:23]=[CH:24][CH:25]=2)[CH:11]=1, predict the reactants needed to synthesize it. The reactants are: C([O:5][C:6](=[O:18])[CH2:7][O:8][C:9]1[CH:14]=[CH:13][C:12]([Cl:15])=[CH:11][C:10]=1[C:16]#[CH:17])(C)(C)C.Br[C:20]1[CH:21]=[N:22][CH:23]=[CH:24][CH:25]=1. (3) Given the product [OH:33][C:30]([C:26]1[CH:25]=[C:24]([NH:23][C:2]2[N:7]=[CH:6][N:5]=[C:4]([C:8]3[CH:9]=[CH:10][C:11]([O:16][CH:17]4[CH2:22][CH2:21][O:20][CH2:19][CH2:18]4)=[C:12]([CH:15]=3)[C:13]#[N:14])[N:3]=2)[CH:29]=[CH:28][CH:27]=1)([CH3:32])[CH3:31], predict the reactants needed to synthesize it. The reactants are: Cl[C:2]1[N:7]=[CH:6][N:5]=[C:4]([C:8]2[CH:9]=[CH:10][C:11]([O:16][CH:17]3[CH2:22][CH2:21][O:20][CH2:19][CH2:18]3)=[C:12]([CH:15]=2)[C:13]#[N:14])[N:3]=1.[NH2:23][C:24]1[CH:25]=[C:26]([C:30]([OH:33])([CH3:32])[CH3:31])[CH:27]=[CH:28][CH:29]=1.C(N(CC)C(C)C)(C)C. (4) Given the product [Br:1][C:2]1[CH:7]=[CH:6][C:5]([CH2:8][N:9]2[C:14](=[O:15])[C:13]([C:16]([NH:18][CH2:19][C:20]([O:22][CH2:32][CH3:33])=[O:21])=[O:17])=[C:12]([OH:23])[N:11]=[C:10]2[CH2:24][C:25]2[CH:26]=[CH:27][CH:28]=[CH:29][CH:30]=2)=[CH:4][CH:3]=1, predict the reactants needed to synthesize it. The reactants are: [Br:1][C:2]1[CH:7]=[CH:6][C:5]([CH2:8][N:9]2[C:14](=[O:15])[C:13]([C:16]([NH:18][CH2:19][C:20]([OH:22])=[O:21])=[O:17])=[C:12]([OH:23])[N:11]=[C:10]2[CH2:24][C:25]2[CH:30]=[CH:29][CH:28]=[CH:27][CH:26]=2)=[CH:4][CH:3]=1.Br[C:32]1C=CC(CN2C(=O)C=C(O)N=C2CC2C=CC=CC=2)=C[CH:33]=1.C(N(C(C)C)CC)(C)C.N(CC(OCC)=O)=C=O. (5) Given the product [NH2:7][CH:8]1[CH2:11][C:10]2([CH2:14][C:13]([CH3:15])([OH:16])[CH2:12]2)[CH2:9]1, predict the reactants needed to synthesize it. The reactants are: C(OC(=O)[NH:7][CH:8]1[CH2:11][C:10]2([CH2:14][C:13]([OH:16])([CH3:15])[CH2:12]2)[CH2:9]1)(C)(C)C.C(O)(C(F)(F)F)=O. (6) Given the product [C:4]([CH:5]([CH2:15][C:16]([C:18]1[C:23]([O:24][C:25]2[CH:30]=[CH:29][CH:28]=[CH:27][CH:26]=2)=[CH:22][CH:21]=[CH:20][C:19]=1[N+:31]([O-:33])=[O:32])=[O:17])[C:6]([O:8][C:9]([CH3:12])([CH3:11])[CH3:10])=[O:7])(=[O:3])[CH3:13], predict the reactants needed to synthesize it. The reactants are: [H-].[Na+].[O:3]=[C:4]([CH3:13])[CH2:5][C:6]([O:8][C:9]([CH3:12])([CH3:11])[CH3:10])=[O:7].Br[CH2:15][C:16]([C:18]1[C:23]([O:24][C:25]2[CH:30]=[CH:29][CH:28]=[CH:27][CH:26]=2)=[CH:22][CH:21]=[CH:20][C:19]=1[N+:31]([O-:33])=[O:32])=[O:17]. (7) The reactants are: [CH3:1][C:2]1([CH3:16])[C:6]([CH3:8])([CH3:7])[O:5][B:4]([C:9]2[CH:14]=[CH:13][C:12]([OH:15])=[CH:11][CH:10]=2)[O:3]1.[CH:17]([O:20][CH2:21][CH2:22]O)([CH3:19])[CH3:18]. Given the product [CH:17]([O:20][CH2:21][CH2:22][O:15][C:12]1[CH:13]=[CH:14][C:9]([B:4]2[O:3][C:2]([CH3:16])([CH3:1])[C:6]([CH3:7])([CH3:8])[O:5]2)=[CH:10][CH:11]=1)([CH3:19])[CH3:18], predict the reactants needed to synthesize it.